This data is from Forward reaction prediction with 1.9M reactions from USPTO patents (1976-2016). The task is: Predict the product of the given reaction. (1) Given the reactants [C:1]([C:5]1[O:9][N:8]=[C:7]([NH:10][C:11]([NH:13][C:14]2[CH:19]=[CH:18][C:17]([N+:20]([O-])=O)=[C:16]([CH3:23])[CH:15]=2)=[O:12])[CH:6]=1)([CH3:4])([CH3:3])[CH3:2].CC(O)=O, predict the reaction product. The product is: [NH2:20][C:17]1[CH:18]=[CH:19][C:14]([NH:13][C:11]([NH:10][C:7]2[CH:6]=[C:5]([C:1]([CH3:3])([CH3:2])[CH3:4])[O:9][N:8]=2)=[O:12])=[CH:15][C:16]=1[CH3:23]. (2) Given the reactants Br[CH2:2][C:3]1[CH:4]=[C:5]([C:15]([C:17]2[O:18][CH:19]=[CH:20][CH:21]=2)=[O:16])[S:6][C:7]=1[C:8]1[CH:13]=[CH:12][C:11]([F:14])=[CH:10][CH:9]=1.[C-:22]#[N:23].[K+].O, predict the reaction product. The product is: [F:14][C:11]1[CH:12]=[CH:13][C:8]([C:7]2[S:6][C:5]([C:15]([C:17]3[O:18][CH:19]=[CH:20][CH:21]=3)=[O:16])=[CH:4][C:3]=2[CH2:2][C:22]#[N:23])=[CH:9][CH:10]=1. (3) Given the reactants CO[C:3]1[CH:30]=[CH:29][C:6]([CH2:7][NH:8][CH2:9][CH2:10][NH:11][C:12]([C:14]2[S:15][CH:16]=[CH:17][C:18]=2[NH:19][C:20]2[CH:25]=[CH:24][N:23]=[C:22]3[NH:26][CH:27]=[CH:28][C:21]=23)=[O:13])=[CH:5][CH:4]=1.[F:31]C1C=CC(C=O)=CC=1, predict the reaction product. The product is: [F:31][C:3]1[CH:30]=[CH:29][C:6]([CH2:7][NH:8][CH2:9][CH2:10][NH:11][C:12]([C:14]2[S:15][CH:16]=[CH:17][C:18]=2[NH:19][C:20]2[CH:25]=[CH:24][N:23]=[C:22]3[NH:26][CH:27]=[CH:28][C:21]=23)=[O:13])=[CH:5][CH:4]=1. (4) Given the reactants [F:1][C:2]1[CH:7]=[CH:6][C:5]([Mg]Br)=[CH:4][CH:3]=1.FC1C=CC(Br)=CC=1.[Mg].II.[C:21]([C:23]1[CH:24]=[C:25]2[C:30](=[CH:31][CH:32]=1)[C:28](=O)[O:27][CH2:26]2)#[N:22], predict the reaction product. The product is: [C:21]([C:23]1[CH:24]=[C:25]2[C:30](=[CH:31][CH:32]=1)[CH:28]([C:5]1[CH:6]=[CH:7][C:2]([F:1])=[CH:3][CH:4]=1)[O:27][CH2:26]2)#[N:22]. (5) Given the reactants [Cl:1][C:2]1[CH:3]=[C:4]([CH:33]=[C:34]([Cl:36])[CH:35]=1)[CH2:5][N:6]([CH2:25][C:26]1[CH:31]=[CH:30][C:29]([F:32])=[CH:28][CH:27]=1)[C:7](=[O:24])[C:8]1[CH:13]=[CH:12][CH:11]=[C:10]([CH2:14][NH:15][CH2:16][C:17]2[CH:22]=[CH:21][C:20]([F:23])=[CH:19][CH:18]=2)[CH:9]=1.[Cl:37][C:38]1[C:39]([OH:49])=[C:40]([S:45](Cl)(=[O:47])=[O:46])[CH:41]=[C:42]([Cl:44])[CH:43]=1.CCN(CC)CC, predict the reaction product. The product is: [Cl:37][C:38]1[C:39]([OH:49])=[C:40]([S:45]([N:15]([CH2:14][C:10]2[CH:9]=[C:8]([CH:13]=[CH:12][CH:11]=2)[C:7]([N:6]([CH2:5][C:4]2[CH:3]=[C:2]([Cl:1])[CH:35]=[C:34]([Cl:36])[CH:33]=2)[CH2:25][C:26]2[CH:27]=[CH:28][C:29]([F:32])=[CH:30][CH:31]=2)=[O:24])[CH2:16][C:17]2[CH:18]=[CH:19][C:20]([F:23])=[CH:21][CH:22]=2)(=[O:47])=[O:46])[CH:41]=[C:42]([Cl:44])[CH:43]=1.